This data is from Catalyst prediction with 721,799 reactions and 888 catalyst types from USPTO. The task is: Predict which catalyst facilitates the given reaction. (1) Reactant: [C:1]([C:3]1[N:4]=[C:5]([C:25]2[CH:30]=[CH:29][CH:28]=[CH:27][CH:26]=2)[CH:6]=[C:7]2[C:11]([C:12]3[CH2:13][CH2:14][N:15]([C:18]([O:20][C:21]([CH3:24])([CH3:23])[CH3:22])=[O:19])[CH2:16][CH:17]=3)=[CH:10][NH:9][C:8]=12)#[N:2].CC[OH:33]. Product: [NH2:2][C:1]([C:3]1[N:4]=[C:5]([C:25]2[CH:26]=[CH:27][CH:28]=[CH:29][CH:30]=2)[CH:6]=[C:7]2[C:11]([C:12]3[CH2:13][CH2:14][N:15]([C:18]([O:20][C:21]([CH3:24])([CH3:23])[CH3:22])=[O:19])[CH2:16][CH:17]=3)=[CH:10][NH:9][C:8]=12)=[O:33]. The catalyst class is: 74. (2) Reactant: C(OC(=O)[NH:7][CH:8]1[CH2:10][CH:9]1[NH:11][C:12]([C:14]1[S:39][C:17]2[N:18]=[CH:19][N:20]=[C:21]([NH:22][C:23]3[CH:28]=[CH:27][C:26]([F:29])=[CH:25][C:24]=3[O:30][C@H:31]3[CH2:34][C@H:33]([NH:35][C:36](=[O:38])[CH3:37])[CH2:32]3)[C:16]=2[C:15]=1[CH3:40])=[O:13])(C)(C)C.Cl. The catalyst class is: 12. Product: [NH2:7][CH:8]1[CH2:10][CH:9]1[NH:11][C:12]([C:14]1[S:39][C:17]2[N:18]=[CH:19][N:20]=[C:21]([NH:22][C:23]3[CH:28]=[CH:27][C:26]([F:29])=[CH:25][C:24]=3[O:30][C@H:31]3[CH2:32][C@H:33]([NH:35][C:36](=[O:38])[CH3:37])[CH2:34]3)[C:16]=2[C:15]=1[CH3:40])=[O:13]. (3) Product: [NH:4]1[C:5]([CH2:6][C:7]2[CH:12]=[CH:11][C:10]([CH:13]=[O:14])=[CH:9][CH:8]=2)=[N:1][N:2]=[N:3]1. Reactant: [NH:1]1[C:5]([CH2:6][C:7]2[CH:12]=[CH:11][C:10]([CH2:13][OH:14])=[CH:9][CH:8]=2)=[N:4][N:3]=[N:2]1.O. The catalyst class is: 16. (4) Reactant: [F:1][C:2]([F:28])([F:27])[C:3]1[N:7]2[N:8]=[C:9]([O:16][CH2:17][C:18]3[N:23]=[C:22]([CH:24]([OH:26])[CH3:25])[CH:21]=[CH:20][CH:19]=3)[C:10]3[C:15]([C:6]2=[N:5][N:4]=1)=[CH:14][CH:13]=[CH:12][CH:11]=3.CC(OI1(OC(C)=O)(OC(C)=O)OC(=O)C2C=CC=CC1=2)=O. Product: [F:28][C:2]([F:1])([F:27])[C:3]1[N:7]2[N:8]=[C:9]([O:16][CH2:17][C:18]3[N:23]=[C:22]([C:24](=[O:26])[CH3:25])[CH:21]=[CH:20][CH:19]=3)[C:10]3[C:15]([C:6]2=[N:5][N:4]=1)=[CH:14][CH:13]=[CH:12][CH:11]=3. The catalyst class is: 4.